This data is from HIV replication inhibition screening data with 41,000+ compounds from the AIDS Antiviral Screen. The task is: Binary Classification. Given a drug SMILES string, predict its activity (active/inactive) in a high-throughput screening assay against a specified biological target. (1) The drug is N#CCc1nc(-c2cc3ccc(O)cc3oc2=O)cs1. The result is 0 (inactive). (2) The compound is CCOC(=O)C(NCc1cccc(C(F)(F)F)c1)(NC(=O)CC)C(F)(F)F. The result is 0 (inactive).